This data is from Forward reaction prediction with 1.9M reactions from USPTO patents (1976-2016). The task is: Predict the product of the given reaction. (1) Given the reactants [Cl:1][C:2]1[C:3]([CH3:21])=[C:4]([CH:19]=[O:20])[C:5]([C:11]2[CH:16]=[C:15]([F:17])[CH:14]=[C:13]([F:18])[CH:12]=2)=[C:6]([CH:8]([OH:10])[CH3:9])[CH:7]=1.[OH-].[Na+].O.OO.NC(N)=[O:29].Cl, predict the reaction product. The product is: [Cl:1][C:2]1[C:3]([CH3:21])=[C:4]([C:19]([OH:29])=[O:20])[C:5]([C:11]2[CH:16]=[C:15]([F:17])[CH:14]=[C:13]([F:18])[CH:12]=2)=[C:6]([CH:8]([OH:10])[CH3:9])[CH:7]=1. (2) Given the reactants C([O:3][C:4](=[O:25])[C@@H:5]([O:22][CH2:23][CH3:24])[CH2:6][C:7]1[CH:12]=[CH:11][C:10]([O:13][CH2:14][C:15]2[S:16][C:17](Br)=[CH:18][C:19]=2[CH3:20])=[CH:9][CH:8]=1)C.[CH3:26][N:27]1[C:32](=[O:33])[CH2:31][CH2:30][C:29]([C:34]2[CH:39]=[CH:38][C:37](B3OC(C)(C)C(C)(C)O3)=[CH:36][CH:35]=2)=[N:28]1, predict the reaction product. The product is: [CH2:23]([O:22][C@@H:5]([CH2:6][C:7]1[CH:8]=[CH:9][C:10]([O:13][CH2:14][C:15]2[S:16][C:17]([C:37]3[CH:36]=[CH:35][C:34]([C:29]4[CH2:30][CH2:31][C:32](=[O:33])[N:27]([CH3:26])[N:28]=4)=[CH:39][CH:38]=3)=[CH:18][C:19]=2[CH3:20])=[CH:11][CH:12]=1)[C:4]([OH:3])=[O:25])[CH3:24]. (3) Given the reactants [F:1][C:2]1[CH:3]=[C:4]([C:27]2[CH:32]=[CH:31][CH:30]=[C:29]([O:33][CH3:34])[CH:28]=2)[CH:5]=[CH:6][C:7]=1[N:8]1[C:12](=[O:13])[NH:11][N:10]=[C:9]1[CH2:14][C@@H:15]1[CH2:19][CH2:18][N:17]([C:20]([O:22]C(C)(C)C)=O)[CH2:16]1.Cl.[C:36](Cl)(=O)[CH2:37]C.[NH4+].[Cl-], predict the reaction product. The product is: [F:1][C:2]1[CH:3]=[C:4]([C:27]2[CH:32]=[CH:31][CH:30]=[C:29]([O:33][CH3:34])[CH:28]=2)[CH:5]=[CH:6][C:7]=1[N:8]1[C:9]([CH2:14][C@@H:15]2[CH2:19][CH2:18][N:17]([C:20](=[O:22])[CH2:36][CH3:37])[CH2:16]2)=[N:10][NH:11][C:12]1=[O:13]. (4) Given the reactants C([O:3][C:4]([CH:6]1[CH2:8][CH:7]1[C:9]1[C:17]2[C:12](=[CH:13][CH:14]=[C:15]([C:18]#[N:19])[CH:16]=2)[N:11]([S:20]([C:23]2[CH:28]=[CH:27][CH:26]=[CH:25][CH:24]=2)(=[O:22])=[O:21])[N:10]=1)=O)C.[H-].[H-].[H-].[H-].[Li+].[Al+3].[CH2:35]1COCC1, predict the reaction product. The product is: [OH:3][CH2:4][CH:6]1[CH2:8][CH:7]1[C:9]1[C:17]2[C:12](=[CH:13][CH:14]=[C:15]([C:18]#[N:19])[CH:16]=2)[N:11]([S:20]([C:23]2[CH:24]=[CH:25][C:26]([CH3:35])=[CH:27][CH:28]=2)(=[O:21])=[O:22])[N:10]=1. (5) Given the reactants [CH2:1]([C:3]1[N:4]([CH2:16][CH2:17][O:18][C:19]2[CH:24]=[CH:23][CH:22]=[CH:21][C:20]=2N)[C:5](=[O:15])[CH:6]=[C:7]([C:9]2[CH:14]=[CH:13][CH:12]=[CH:11][CH:10]=2)[N:8]=1)[CH3:2].C([O-])([O-])=O.[K+].[K+].[CH2:32]([O:34][C:35](=[O:39])[CH:36](Br)[CH3:37])[CH3:33].C[N:41](C=O)C, predict the reaction product. The product is: [CH2:1]([C:3]1[N:4]([CH2:16][CH2:17][O:18][C:19]2[CH:24]=[CH:23][C:22]([NH:41][CH:36]([CH3:37])[C:35]([O:34][CH2:32][CH3:33])=[O:39])=[CH:21][CH:20]=2)[C:5](=[O:15])[CH:6]=[C:7]([C:9]2[CH:14]=[CH:13][CH:12]=[CH:11][CH:10]=2)[N:8]=1)[CH3:2]. (6) Given the reactants I[C:2]1[C:7]([OH:8])=[CH:6][CH:5]=[C:4]([CH3:9])[N:3]=1.[CH3:10][N:11]1[CH:15]=[C:14](B2OC(C)(C)C(C)(C)O2)[CH:13]=[N:12]1.C([O-])([O-])=O.[Cs+].[Cs+].O1CCOCC1, predict the reaction product. The product is: [CH3:9][C:4]1[N:3]=[C:2]([C:14]2[CH:13]=[N:12][N:11]([CH3:10])[CH:15]=2)[C:7]([OH:8])=[CH:6][CH:5]=1. (7) Given the reactants [C:1]([O:4][C@@H:5]1[C@@H:11]([O:12][C:13](=[O:15])[CH3:14])[C@H:10]([O:16][C:17](=[O:19])[CH3:18])[C@@H:9]([CH2:20][O:21][C:22](=[O:24])[CH3:23])[S:8][CH:6]1[OH:7])(=[O:3])[CH3:2].O.[C:26]1(C)C=[CH:30][C:29](S(O)(=O)=O)=[CH:28][CH:27]=1.C(=O)(O)[O-:38].[Na+], predict the reaction product. The product is: [O:38]1[CH2:30][CH2:29][CH2:28][CH2:27][CH:26]1[C:6]1([S:8][C@H:9]([CH2:20][O:21][C:22](=[O:24])[CH3:23])[C@@H:10]([O:16][C:17](=[O:19])[CH3:18])[C@H:11]([O:12][C:13](=[O:15])[CH3:14])[C@H:5]1[O:4][C:1](=[O:3])[CH3:2])[OH:7]. (8) The product is: [CH2:3]([N:10]1[CH2:18][C:17]2[C:12](=[C:13]([C:24]([F:26])([F:1])[F:25])[CH:14]=[CH:15][CH:16]=2)[C:11]1=[O:20])[C:4]1[CH:9]=[CH:8][CH:7]=[CH:6][CH:5]=1. Given the reactants [F-:1].[K+].[CH2:3]([N:10]1[CH2:18][C:17]2[C:12](=[C:13](I)[CH:14]=[CH:15][CH:16]=2)[C:11]1=[O:20])[C:4]1[CH:9]=[CH:8][CH:7]=[CH:6][CH:5]=1.COC(=O)[C:24](Cl)([F:26])[F:25], predict the reaction product. (9) The product is: [F:34][C:28]1[CH:29]=[C:30]([F:33])[CH:31]=[CH:32][C:27]=1[NH:26][C:24](=[O:25])[N:23]([CH2:22][CH2:21][C:17]1[CH:16]=[C:15]([CH:20]=[CH:19][CH:18]=1)[O:14][C:10]([CH3:13])([CH2:11][CH3:12])[C:9]([OH:42])=[O:8])[CH2:35][CH2:36][CH2:37][CH2:38][CH2:39][CH2:40][CH3:41]. Given the reactants C([O:8][C:9](=[O:42])[C:10]([O:14][C:15]1[CH:20]=[CH:19][CH:18]=[C:17]([CH2:21][CH2:22][N:23]([CH2:35][CH2:36][CH2:37][CH2:38][CH2:39][CH2:40][CH3:41])[C:24]([NH:26][C:27]2[CH:32]=[CH:31][C:30]([F:33])=[CH:29][C:28]=2[F:34])=[O:25])[CH:16]=1)([CH3:13])[CH2:11][CH3:12])C1C=CC=CC=1, predict the reaction product. (10) The product is: [Br:38][C:3]1[CH:8]=[CH:7][C:6]([C:9]2[CH:14]=[C:13]([C:15]([F:17])([F:18])[F:16])[N:12]3[N:19]=[CH:20][C:21]([C:22]([O:24][CH2:25][CH3:26])=[O:23])=[C:11]3[N:10]=2)=[CH:5][CH:4]=1. Given the reactants C([C:3]1[CH:8]=[CH:7][C:6]([C:9]2[CH:14]=[C:13]([C:15]([F:18])([F:17])[F:16])[N:12]3[N:19]=[CH:20][C:21]([C:22]([O:24][CH2:25][CH3:26])=[O:23])=[C:11]3[N:10]=2)=[CH:5][CH:4]=1)C.NC1C(C(OCC)=O)=CNN=1.[Br:38]C1C=CC(C(=O)CC(=O)C(F)(F)F)=CC=1, predict the reaction product.